From a dataset of Forward reaction prediction with 1.9M reactions from USPTO patents (1976-2016). Predict the product of the given reaction. (1) Given the reactants [Br:1][C:2]1[CH:10]=[C:9]2[C:5]([C:6]([C:11]([O:13][CH3:14])=[O:12])=[CH:7][NH:8]2)=[CH:4][C:3]=1I.CC1(C)C(C)(C)OB([C:24]2[CH:29]=[CH:28][C:27]([C:30]3[C:31]([OH:36])=[CH:32][CH:33]=[CH:34][CH:35]=3)=[CH:26][CH:25]=2)O1.C(=O)([O-])[O-].[K+].[K+], predict the reaction product. The product is: [Br:1][C:2]1[CH:10]=[C:9]2[C:5]([C:6]([C:11]([O:13][CH3:14])=[O:12])=[CH:7][NH:8]2)=[CH:4][C:3]=1[C:24]1[CH:25]=[CH:26][C:27]([C:30]2[CH:35]=[CH:34][CH:33]=[CH:32][C:31]=2[OH:36])=[CH:28][CH:29]=1. (2) Given the reactants [CH2:1]([O:3][C:4]([N:6]1[CH2:11][CH2:10][N:9]([C:12](=[O:41])[C@@H:13]([NH:23]C(OCC2C3C=CC=CC=3C3C2=CC=CC=3)=O)[CH2:14][NH:15][C:16]([O:18][C:19]([CH3:22])([CH3:21])[CH3:20])=[O:17])[CH2:8][CH2:7]1)=[O:5])[CH3:2].C(S)CCCCCCC.C1CCN2C(=NCCC2)CC1, predict the reaction product. The product is: [CH2:1]([O:3][C:4]([N:6]1[CH2:7][CH2:8][N:9]([C:12](=[O:41])[C@@H:13]([NH2:23])[CH2:14][NH:15][C:16]([O:18][C:19]([CH3:21])([CH3:20])[CH3:22])=[O:17])[CH2:10][CH2:11]1)=[O:5])[CH3:2]. (3) Given the reactants [NH:1]1[C:5]2=[CH:6][N:7]=[CH:8][CH:9]=[C:4]2[CH:3]=[N:2]1.[Br:10]Br.O.[OH-].[Na+], predict the reaction product. The product is: [Br:10][C:3]1[C:4]2[C:5](=[CH:6][N:7]=[CH:8][CH:9]=2)[NH:1][N:2]=1.